This data is from Forward reaction prediction with 1.9M reactions from USPTO patents (1976-2016). The task is: Predict the product of the given reaction. (1) Given the reactants C(OC([NH:8][CH2:9][CH2:10][N:11]([S:23]([C:26]1[CH:35]=[CH:34][CH:33]=[C:32]2[C:27]=1[CH:28]=[CH:29][N:30]=[CH:31]2)(=[O:25])=[O:24])[CH2:12][CH2:13][S:14]([C:17]1[CH:22]=[CH:21][CH:20]=[CH:19][CH:18]=1)(=[O:16])=[O:15])=O)(C)(C)C.[ClH:36].CO, predict the reaction product. The product is: [ClH:36].[CH:31]1[C:32]2[C:27](=[C:26]([S:23]([N:11]([CH2:12][CH2:13][S:14]([C:17]3[CH:22]=[CH:21][CH:20]=[CH:19][CH:18]=3)(=[O:16])=[O:15])[CH2:10][CH2:9][NH2:8])(=[O:25])=[O:24])[CH:35]=[CH:34][CH:33]=2)[CH:28]=[CH:29][N:30]=1. (2) Given the reactants [F:1][C:2]([F:24])([F:23])[C:3]1[CH:22]=[CH:21][C:6]([O:7][CH:8]([C:11]2[CH:16]=[CH:15][CH:14]=[C:13]([C:17]([F:20])([F:19])[F:18])[CH:12]=2)[CH:9]=[O:10])=[CH:5][CH:4]=1.[BH4-].[Na+].O.CCOCC, predict the reaction product. The product is: [F:1][C:2]([F:23])([F:24])[C:3]1[CH:4]=[CH:5][C:6]([O:7][CH:8]([C:11]2[CH:16]=[CH:15][CH:14]=[C:13]([C:17]([F:18])([F:19])[F:20])[CH:12]=2)[CH2:9][OH:10])=[CH:21][CH:22]=1. (3) Given the reactants [NH2:1][C:2]1[C:7](=[O:8])[NH:6][C:5]([C:9]#[N:10])=[CH:4][CH:3]=1.[C:11]([O-])([O-])=O.[K+].[K+].CI.O, predict the reaction product. The product is: [NH2:1][C:2]1[C:7](=[O:8])[N:6]([CH3:11])[C:5]([C:9]#[N:10])=[CH:4][CH:3]=1.